From a dataset of Reaction yield outcomes from USPTO patents with 853,638 reactions. Predict the reaction yield, written as a fraction of the theoretical maximum amount of product (1.0 means a 100% yield; for example, 0.34 means a 34% yield). (1) The catalyst is C1COCC1. The product is [NH2:30][C:29]1[C:24]2[CH:23]=[C:22]([C:21]3[N:20]([CH3:32])[CH:19]=[N:18][C:17]=3[C:13]3[CH:12]=[C:11]([NH:10][C:8]([NH:7][C:1]4[CH:6]=[CH:5][CH:4]=[CH:3][CH:2]=4)=[O:9])[CH:16]=[CH:15][CH:14]=3)[S:31][C:25]=2[N:26]=[CH:27][N:28]=1. The reactants are [C:1]1([N:7]=[C:8]=[O:9])[CH:6]=[CH:5][CH:4]=[CH:3][CH:2]=1.[NH2:10][C:11]1[CH:12]=[C:13]([C:17]2[N:18]=[CH:19][N:20]([CH3:32])[C:21]=2[C:22]2[S:31][C:25]3[N:26]=[CH:27][N:28]=[C:29]([NH2:30])[C:24]=3[CH:23]=2)[CH:14]=[CH:15][CH:16]=1. The yield is 0.670. (2) The reactants are [F:1][C:2]([CH3:29])([CH3:28])[CH2:3][N:4]1[CH2:9][CH2:8][CH:7]([CH2:10][NH:11][C:12]2[CH:17]=[CH:16][C:15]([C:18]3[CH:23]=[CH:22][C:21]([C:24]([O:26]C)=[O:25])=[CH:20][CH:19]=3)=[CH:14][CH:13]=2)[CH2:6][CH2:5]1.O[Li].O. The catalyst is C1COCC1. The product is [F:1][C:2]([CH3:29])([CH3:28])[CH2:3][N:4]1[CH2:9][CH2:8][CH:7]([CH2:10][NH:11][C:12]2[CH:17]=[CH:16][C:15]([C:18]3[CH:19]=[CH:20][C:21]([C:24]([OH:26])=[O:25])=[CH:22][CH:23]=3)=[CH:14][CH:13]=2)[CH2:6][CH2:5]1. The yield is 0.840. (3) The reactants are [CH3:1][O:2][CH2:3][C:4]1[CH:5]=[C:6]([N+:10]([O-])=O)[CH:7]=[CH:8][CH:9]=1. The catalyst is C(O)(=O)C.[Zn]. The product is [CH3:1][O:2][CH2:3][C:4]1[CH:5]=[C:6]([CH:7]=[CH:8][CH:9]=1)[NH2:10]. The yield is 0.990. (4) The reactants are [H-].[Na+].C(OP([CH2:11][C:12]([O:14][CH2:15][CH3:16])=[O:13])(OCC)=O)C.[F:17][C:18]1[CH:23]=[CH:22][C:21]([F:24])=[CH:20][C:19]=1[CH:25]1[CH2:29][CH2:28][CH2:27][N:26]1[C:30]1[CH:35]=[CH:34][N:33]2[N:36]=[CH:37][C:38]([CH:39]=O)=[C:32]2[N:31]=1. The catalyst is C1COCC1. The product is [CH2:15]([O:14][C:12](=[O:13])/[CH:11]=[CH:39]/[C:38]1[CH:37]=[N:36][N:33]2[CH:34]=[CH:35][C:30]([N:26]3[CH2:27][CH2:28][CH2:29][CH:25]3[C:19]3[CH:20]=[C:21]([F:24])[CH:22]=[CH:23][C:18]=3[F:17])=[N:31][C:32]=12)[CH3:16]. The yield is 0.570. (5) The reactants are [I:1][C:2]1[C:6]([CH:7]=O)=[CH:5][N:4]([CH:9]2[CH2:14][CH2:13][CH2:12][CH2:11][O:10]2)[N:3]=1.[CH3:15][N:16]([CH2:24][CH2:25][NH:26][CH3:27])[C:17](=[O:23])[O:18][C:19]([CH3:22])([CH3:21])[CH3:20].[BH-](OC(C)=O)(OC(C)=O)OC(C)=O.[Na+]. The catalyst is ClC(Cl)C.ClCCl. The product is [I:1][C:2]1[C:6]([CH2:7][N:26]([CH3:27])[CH2:25][CH2:24][N:16]([CH3:15])[C:17](=[O:23])[O:18][C:19]([CH3:20])([CH3:21])[CH3:22])=[CH:5][N:4]([CH:9]2[CH2:14][CH2:13][CH2:12][CH2:11][O:10]2)[N:3]=1. The yield is 0.920. (6) The reactants are [OH:1][CH:2]1[CH2:11][C:10]2[C:9]([NH:12][C:13](=[O:21])OC3C=CC=CC=3)=[CH:8][CH:7]=[CH:6][C:5]=2[CH2:4][CH2:3]1.[I:22][C:23]1[CH:24]=[C:25]([CH:27]=[CH:28][CH:29]=1)[NH2:26].O. The catalyst is CS(C)=O. The product is [OH:1][CH:2]1[CH2:11][C:10]2[C:9]([NH:12][C:13]([NH:26][C:25]3[CH:27]=[CH:28][CH:29]=[C:23]([I:22])[CH:24]=3)=[O:21])=[CH:8][CH:7]=[CH:6][C:5]=2[CH2:4][CH2:3]1. The yield is 0.470.